This data is from Full USPTO retrosynthesis dataset with 1.9M reactions from patents (1976-2016). The task is: Predict the reactants needed to synthesize the given product. (1) Given the product [C:31]([C:23]1[N:24]([CH2:28][CH2:29][OH:30])[C:25]2[C:21]([CH:22]=1)=[C:20]([C:35]#[N:36])[C:19]([NH:18][C:14]([C:11]1([C:9]3[CH:8]=[CH:7][C:5]4[O:6][C:2]([F:17])([F:1])[O:3][C:4]=4[CH:10]=3)[CH2:13][CH2:12]1)=[O:15])=[CH:27][CH:26]=2)([CH3:34])([CH3:32])[CH3:33], predict the reactants needed to synthesize it. The reactants are: [F:1][C:2]1([F:17])[O:6][C:5]2[CH:7]=[CH:8][C:9]([C:11]3([C:14](Cl)=[O:15])[CH2:13][CH2:12]3)=[CH:10][C:4]=2[O:3]1.[NH2:18][C:19]1[CH:27]=[CH:26][C:25]2[N:24]([CH2:28][CH2:29][OH:30])[C:23]([C:31]([CH3:34])([CH3:33])[CH3:32])=[CH:22][C:21]=2[C:20]=1[C:35]#[N:36].C(N(CC)CC)C. (2) Given the product [CH3:1][C:2]1[C:6]2[CH:7]=[CH:8][C:9]([O:14][CH2:16][CH2:17][CH2:18][O:19][C:20]3[CH:21]=[C:22]4[C:26](=[CH:27][CH:28]=3)[C@H:25]([CH2:29][C:30]([O:32][CH2:33][CH3:34])=[O:31])[CH2:24][CH2:23]4)=[C:10]([CH2:11][CH2:12][CH3:13])[C:5]=2[O:4][N:3]=1, predict the reactants needed to synthesize it. The reactants are: [CH3:1][C:2]1[C:6]2[CH:7]=[CH:8][C:9]([OH:14])=[C:10]([CH2:11][CH2:12][CH3:13])[C:5]=2[O:4][N:3]=1.Br[CH2:16][CH2:17][CH2:18][O:19][C:20]1[CH:21]=[C:22]2[C:26](=[CH:27][CH:28]=1)[C@H:25]([CH2:29][C:30]([O:32][CH2:33][CH3:34])=[O:31])[CH2:24][CH2:23]2.C([O-])([O-])=O.[Cs+].[Cs+]. (3) Given the product [CH:26]1([NH:29][C:30]([C:32]2[N:33]=[N:34][N:35]([C:41]3[CH:42]=[CH:43][C:44]([C:47]([NH:49][CH2:50][CH3:51])=[O:48])=[CH:45][CH:46]=3)[C:36]=2[CH2:37][CH2:38][CH2:39][O:10][C:7]2[CH:6]=[CH:5][C:4]([O:3][C:2]([F:11])([F:12])[F:1])=[CH:9][CH:8]=2)=[O:31])[CH2:27][CH2:28]1, predict the reactants needed to synthesize it. The reactants are: [F:1][C:2]([F:12])([F:11])[O:3][C:4]1[CH:9]=[CH:8][C:7]([OH:10])=[CH:6][CH:5]=1.C(P(CCCC)CCCC)CCC.[CH:26]1([NH:29][C:30]([C:32]2[N:33]=[N:34][N:35]([C:41]3[CH:46]=[CH:45][C:44]([C:47]([NH:49][CH2:50][CH3:51])=[O:48])=[CH:43][CH:42]=3)[C:36]=2[CH2:37][CH2:38][CH2:39]O)=[O:31])[CH2:28][CH2:27]1.N(/C(N1CCCCC1)=O)=N\C(N1CCCCC1)=O. (4) Given the product [C:1]([NH:5][C:6]([C:8]1[C:16]2[C:11](=[N:12][CH:13]=[C:14]([C:17]3[C:25]4[C:20](=[CH:21][CH:22]=[C:23]([O:26][CH:27]([F:28])[F:29])[CH:24]=4)[N:19]([CH2:30][CH2:31][CH2:32][OH:33])[N:18]=3)[N:15]=2)[NH:10][CH:9]=1)=[O:7])([CH3:4])([CH3:3])[CH3:2], predict the reactants needed to synthesize it. The reactants are: [C:1]([NH:5][C:6]([C:8]1[C:16]2[C:11](=[N:12][CH:13]=[C:14]([C:17]3[C:25]4[C:20](=[CH:21][CH:22]=[C:23]([O:26][CH:27]([F:29])[F:28])[CH:24]=4)[N:19]([CH2:30][CH2:31][CH2:32][OH:33])[N:18]=3)[N:15]=2)[N:10](COCC[Si](C)(C)C)[CH:9]=1)=[O:7])([CH3:4])([CH3:3])[CH3:2].C(O)(C(F)(F)F)=O. (5) Given the product [Cl:20][C:11]1[C:9]2[C:10]3[C:2]([Cl:1])=[C:3]([Cl:25])[C:4]([Cl:24])=[C:5]([NH2:21])[C:6]=3[O:7][C:8]=2[C:14]([NH2:15])=[C:13]([Cl:18])[C:12]=1[Cl:19], predict the reactants needed to synthesize it. The reactants are: [Cl:1][C:2]1[C:10]2[C:9]3[C:11]([Cl:20])=[C:12]([Cl:19])[C:13]([Cl:18])=[C:14]([N+:15]([O-])=O)[C:8]=3[O:7][C:6]=2[C:5]([N+:21]([O-])=O)=[C:4]([Cl:24])[C:3]=1[Cl:25]. (6) Given the product [F:8][C:4]1[CH:5]=[CH:6][CH:7]=[C:2]([CH:23]=[O:24])[C:3]=1[NH:9][C:10](=[O:15])[C:11]([CH3:14])([CH3:13])[CH3:12], predict the reactants needed to synthesize it. The reactants are: Br[C:2]1[CH:7]=[CH:6][CH:5]=[C:4]([F:8])[C:3]=1[NH:9][C:10](=[O:15])[C:11]([CH3:14])([CH3:13])[CH3:12].C([Li])CCC.CN(C)[CH:23]=[O:24]. (7) Given the product [Cl:1][C:2]1[CH:3]=[C:4]2[C:8](=[CH:9][CH:10]=1)[NH:7][CH:6]=[C:5]2[CH2:11][CH2:12][NH:13][C:14]([C:15]1[CH:16]=[C:17]([C:28]2[CH:29]=[CH:30][C:25]([C:24]([F:35])([F:34])[F:23])=[CH:26][CH:27]=2)[CH:18]=[CH:19][CH:20]=1)=[O:22], predict the reactants needed to synthesize it. The reactants are: [Cl:1][C:2]1[CH:3]=[C:4]2[C:8](=[CH:9][CH:10]=1)[NH:7][CH:6]=[C:5]2[CH2:11][CH2:12][NH:13][C:14](=[O:22])[C:15]1[CH:20]=[CH:19][CH:18]=[C:17](I)[CH:16]=1.[F:23][C:24]([F:35])([F:34])[C:25]1[CH:30]=[CH:29][C:28](B(O)O)=[CH:27][CH:26]=1.C(=O)([O-])[O-].[Na+].[Na+].